This data is from Reaction yield outcomes from USPTO patents with 853,638 reactions. The task is: Predict the reaction yield, written as a fraction of the theoretical maximum amount of product (1.0 means a 100% yield; for example, 0.34 means a 34% yield). (1) The reactants are [CH2:1]([O:3][C:4]([C:6]1[NH:7][C:8]([CH3:11])=[CH:9][CH:10]=1)=[O:5])[CH3:2].[F:12][C:13]([F:25])([F:24])[C:14]1[CH:15]=[C:16]([CH2:20][C:21](Cl)=[O:22])[CH:17]=[CH:18][CH:19]=1. The catalyst is ClCCCl. The product is [CH2:1]([O:3][C:4]([C:6]1[NH:7][C:8]([CH3:11])=[C:9]([C:21](=[O:22])[CH2:20][C:16]2[CH:17]=[CH:18][CH:19]=[C:14]([C:13]([F:24])([F:12])[F:25])[CH:15]=2)[CH:10]=1)=[O:5])[CH3:2]. The yield is 0.160. (2) The yield is 0.490. The catalyst is CO.CC(O)=O. The reactants are [CH:1]([CH2:3][O:4][C:5]1[CH:14]=[CH:13][C:8]([C:9]([O:11][CH3:12])=[O:10])=[CH:7][CH:6]=1)=O.OC1C=CC(C(OC)=O)=CC=1.[CH:26]1([NH2:29])[CH2:28][CH2:27]1.[BH3-]C#N.[Na+]. The product is [CH:26]1([NH:29][CH2:1][CH2:3][O:4][C:5]2[CH:6]=[CH:7][C:8]([C:9]([O:11][CH3:12])=[O:10])=[CH:13][CH:14]=2)[CH2:28][CH2:27]1. (3) The reactants are Br[C:2]1[N:3]=[C:4](/[CH:12]=[CH:13]/[C:14]2[N:22]=[C:21]3[N:16]([C:17]([CH3:24])=[N:18][CH:19]=[C:20]3[CH3:23])[N:15]=2)[N:5]([CH2:7][C:8]([F:11])([F:10])[F:9])[CH:6]=1.[NH:25]1[CH2:29][CH2:28][CH2:27][C:26]1=[O:30]. No catalyst specified. The product is [CH3:24][C:17]1[N:16]2[N:15]=[C:14](/[CH:13]=[CH:12]/[C:4]3[N:5]([CH2:7][C:8]([F:11])([F:10])[F:9])[CH:6]=[C:2]([N:25]4[CH2:29][CH2:28][CH2:27][C:26]4=[O:30])[N:3]=3)[N:22]=[C:21]2[C:20]([CH3:23])=[CH:19][N:18]=1. The yield is 0.410. (4) The reactants are [NH2:1][C:2]1[CH:3]=[N:4][C:5]([NH:8][C:9]2[N:14]=[C:13]([CH3:15])[N:12]=[C:11]([N:16]3[CH2:21][CH2:20][N:19]([CH2:22][CH2:23][OH:24])[CH2:18][CH2:17]3)[CH:10]=2)=[N:6][CH:7]=1.[Cl:25][C:26]1[CH:34]=[CH:33][CH:32]=[C:31]([Cl:35])[C:27]=1[C:28](Cl)=[O:29].C(=O)([O-])[O-].[Cs+].[Cs+].O. The catalyst is O1CCOCC1.CN(C=O)C. The product is [Cl:25][C:26]1[CH:34]=[CH:33][CH:32]=[C:31]([Cl:35])[C:27]=1[C:28]([NH:1][C:2]1[CH:7]=[N:6][C:5]([NH:8][C:9]2[CH:10]=[C:11]([N:16]3[CH2:21][CH2:20][N:19]([CH2:22][CH2:23][OH:24])[CH2:18][CH2:17]3)[N:12]=[C:13]([CH3:15])[N:14]=2)=[N:4][CH:3]=1)=[O:29]. The yield is 0.190. (5) The reactants are [N:1]([C:4]1([CH2:20][C:21](OCC)=[O:22])[C:17]2[CH:16]=[C:15]([Cl:18])[N:14]=[CH:13][C:12]=2[O:11][C:10]2[C:5]1=[CH:6][C:7]([Br:19])=[CH:8][CH:9]=2)=[N+]=[N-].[H-].[H-].[H-].[H-].[Li+].[Al+3]. The catalyst is C1COCC1. The product is [NH2:1][C:4]1([CH2:20][CH2:21][OH:22])[C:17]2[CH:16]=[C:15]([Cl:18])[N:14]=[CH:13][C:12]=2[O:11][C:10]2[C:5]1=[CH:6][C:7]([Br:19])=[CH:8][CH:9]=2. The yield is 0.505. (6) The reactants are [NH2:1][CH2:2][CH2:3][NH:4][C@@H:5]([C@@H:13]([CH3:16])[CH2:14][CH3:15])[C:6]([O:8][C:9]([CH3:12])([CH3:11])[CH3:10])=[O:7].[C:17](=O)(OC1C=CC([N+]([O-])=O)=CC=1)[O:18]C1C=CC([N+]([O-])=O)=CC=1. The catalyst is ClCCCl. The product is [CH3:16][C@@H:13]([CH2:14][CH3:15])[C@H:5]([N:4]1[CH2:3][CH2:2][NH:1][C:17]1=[O:18])[C:6]([O:8][C:9]([CH3:10])([CH3:11])[CH3:12])=[O:7]. The yield is 0.880. (7) The reactants are [Cl:1][C:2]1[CH:3]=[C:4]2[C:8](=[CH:9][CH:10]=1)[NH:7][CH:6]=[CH:5]2.[C:11]([OH:15])(=[O:14])[CH:12]=[CH2:13].C(OC(=O)C)(=O)C. The catalyst is C(O)(=O)C. The product is [Cl:1][C:2]1[CH:3]=[C:4]2[C:8](=[CH:9][CH:10]=1)[NH:7][CH:6]=[C:5]2[CH2:13][CH2:12][C:11]([OH:15])=[O:14]. The yield is 0.240. (8) The reactants are [S:1]1[C:5]2[CH:6]=[CH:7][CH:8]=[CH:9][C:4]=2[N:3]=[C:2]1[O:10][C:11]1[CH:16]=[CH:15][C:14]([CH2:17][CH2:18][NH:19][CH2:20][CH2:21][CH2:22][N:23]2[CH2:27][CH2:26][CH2:25][C:24]2=[O:28])=[CH:13][CH:12]=1.C(O)(=O)C.C(O[C:36]1(O[Si](C)(C)C)[CH2:38][CH2:37]1)C.C([BH3-])#N.[Na+]. The catalyst is CCO. The product is [S:1]1[C:5]2[CH:6]=[CH:7][CH:8]=[CH:9][C:4]=2[N:3]=[C:2]1[O:10][C:11]1[CH:12]=[CH:13][C:14]([CH2:17][CH2:18][N:19]([CH:36]2[CH2:38][CH2:37]2)[CH2:20][CH2:21][CH2:22][N:23]2[CH2:27][CH2:26][CH2:25][C:24]2=[O:28])=[CH:15][CH:16]=1. The yield is 0.660. (9) The reactants are [CH3:1][S:2](Cl)(=[O:4])=[O:3].[F:6][C:7]([F:34])([F:33])[C:8]1[N:12]2[N:13]=[C:14]([N:17]3[CH2:22][CH2:21][N:20]([C:23]4[CH:32]=[CH:31][C:26]([O:27][CH2:28][CH2:29][OH:30])=[CH:25][CH:24]=4)[CH2:19][CH2:18]3)[CH:15]=[CH:16][C:11]2=[N:10][N:9]=1.C(N(CC)CC)C. The catalyst is C(Cl)Cl. The product is [CH3:1][S:2]([O:30][CH2:29][CH2:28][O:27][C:26]1[CH:25]=[CH:24][C:23]([N:20]2[CH2:19][CH2:18][N:17]([C:14]3[CH:15]=[CH:16][C:11]4[N:12]([C:8]([C:7]([F:6])([F:33])[F:34])=[N:9][N:10]=4)[N:13]=3)[CH2:22][CH2:21]2)=[CH:32][CH:31]=1)(=[O:4])=[O:3]. The yield is 0.720.